The task is: Predict the reaction yield, written as a fraction of the theoretical maximum amount of product (1.0 means a 100% yield; for example, 0.34 means a 34% yield).. This data is from Reaction yield outcomes from USPTO patents with 853,638 reactions. (1) The reactants are [OH:1][C:2]1[CH:11]=[CH:10][C:5]2[S:6][C:7](=[O:9])[O:8][C:4]=2[CH:3]=1.[CH2:12](O)[C:13]1[CH:18]=[CH:17][CH:16]=[CH:15][CH:14]=1.C1(P(C2C=CC=CC=2)C2C=CC=CC=2)C=CC=CC=1.CC(OC(/N=N/C(OC(C)C)=O)=O)C. The catalyst is C1COCC1. The product is [CH2:12]([O:1][C:2]1[CH:11]=[CH:10][C:5]2[S:6][C:7](=[O:9])[O:8][C:4]=2[CH:3]=1)[C:13]1[CH:18]=[CH:17][CH:16]=[CH:15][CH:14]=1. The yield is 0.940. (2) The reactants are Br[C:2]1[N:6]([CH3:7])[CH:5]=[N:4][CH:3]=1.CCN(C(C)C)C(C)C.C([Mg]Cl)(C)C.[Cl:22][C:23]1[CH:54]=[CH:53][C:26]([C:27]([C:29]2[CH:30]=[C:31]3[C:36](=[N:37][CH:38]=2)[N:35]([CH3:39])[C:34](=[O:40])[CH:33]=[C:32]3[C:41]2[CH:46]=[CH:45][CH:44]=[C:43]([C:47]#[C:48][Si:49]([CH3:52])([CH3:51])[CH3:50])[CH:42]=2)=[O:28])=[CH:25][CH:24]=1. The catalyst is C(Cl)Cl. The product is [Cl:22][C:23]1[CH:54]=[CH:53][C:26]([C:27]([OH:28])([C:2]2[N:6]([CH3:7])[CH:5]=[N:4][CH:3]=2)[C:29]2[CH:30]=[C:31]3[C:36](=[N:37][CH:38]=2)[N:35]([CH3:39])[C:34](=[O:40])[CH:33]=[C:32]3[C:41]2[CH:46]=[CH:45][CH:44]=[C:43]([C:47]#[C:48][Si:49]([CH3:50])([CH3:52])[CH3:51])[CH:42]=2)=[CH:25][CH:24]=1. The yield is 0.360. (3) The reactants are [C:1]([CH2:4][C:5]1[C:6]([F:15])=[C:7]([F:14])[CH:8]=[CH:9][C:10]=1[N+:11]([O-:13])=[O:12])(=[O:3])[CH3:2].O.[O-2].[O-2].[O-2].O=[Si]=O.O=[Si]=O.O=[Si]=O.O=[Si]=O.[Al+3].[Al+3].[CH:34](OC)(OC)[O:35]C.[CH2:41](Cl)Cl. No catalyst specified. The product is [F:14][C:7]1[CH:8]=[CH:9][C:10]([N+:11]([O-:13])=[O:12])=[C:5]([CH2:4][C:1]([O:35][CH3:34])([O:3][CH3:41])[CH3:2])[C:6]=1[F:15]. The yield is 0.880. (4) The reactants are C1C=CC(P(C2C=CC=CC=2)C2C=CC=CC=2)=CC=1.[CH2:20]([O:22][C:23](=[O:38])[C:24]1[CH:29]=[CH:28][C:27]([CH2:30][C:31]2[O:35][N:34]=[C:33]([CH2:36][OH:37])[N:32]=2)=[CH:26][CH:25]=1)[CH3:21].[Cl:39][C:40]1[C:41]([OH:50])=[C:42]([C:47](=[O:49])[CH3:48])[CH:43]=[CH:44][C:45]=1O.N(C(OC(C)C)=O)=NC(OC(C)C)=O. The catalyst is C(Cl)Cl. The product is [CH2:20]([O:22][C:23](=[O:38])[C:24]1[CH:25]=[CH:26][C:27]([CH2:30][C:31]2[O:35][N:34]=[C:33]([CH2:36][O:37][C:45]3[CH:44]=[CH:43][C:42]([C:47](=[O:49])[CH3:48])=[C:41]([OH:50])[C:40]=3[Cl:39])[N:32]=2)=[CH:28][CH:29]=1)[CH3:21]. The yield is 0.340. (5) The reactants are FC(F)(F)C(O)=[O:4].[C:8]1([S:14](/[CH:16]=[C:17](\[C:22]2[CH:27]=[C:26]([Cl:28])[CH:25]=[C:24]([Cl:29])[CH:23]=2)/[C:18]([F:21])([F:20])[F:19])=[O:15])[CH:13]=[CH:12][CH:11]=[CH:10][CH:9]=1.[CH2:30]([N:37]([CH2:41][Si](C)(C)C)[CH2:38]OC)[C:31]1[CH:36]=[CH:35][CH:34]=[CH:33][CH:32]=1. The catalyst is C1(C)C=CC=CC=1. The product is [CH2:30]([N:37]1[CH2:38][CH:16]([S:14]([C:8]2[CH:9]=[CH:10][CH:11]=[CH:12][CH:13]=2)(=[O:4])=[O:15])[C:17]([C:22]2[CH:27]=[C:26]([Cl:28])[CH:25]=[C:24]([Cl:29])[CH:23]=2)([C:18]([F:21])([F:19])[F:20])[CH2:41]1)[C:31]1[CH:36]=[CH:35][CH:34]=[CH:33][CH:32]=1. The yield is 0.830. (6) The reactants are [CH3:1][C:2]1[S:6][C:5]([N:7]2[C:15](=[O:16])[C:14]3[C:9](=[CH:10][CH:11]=[CH:12][CH:13]=3)[C:8]2=[O:17])=[N:4][CH:3]=1.[Br:18]N1C(=O)CCC1=O. The catalyst is C1COCC1.O.C(OCC)(=O)C. The product is [Br:18][C:3]1[N:4]=[C:5]([N:7]2[C:15](=[O:16])[C:14]3[C:9](=[CH:10][CH:11]=[CH:12][CH:13]=3)[C:8]2=[O:17])[S:6][C:2]=1[CH3:1]. The yield is 0.750. (7) The reactants are [H-].[Al+3].[Li+].[H-].[H-].[H-].[N+:7]([CH:10]=[CH:11][C:12]1[O:13][C:14]([C:17]2[CH:22]=[CH:21][CH:20]=[CH:19][CH:18]=2)=[CH:15][CH:16]=1)([O-])=O. No catalyst specified. The product is [C:17]1([C:14]2[O:13][C:12]([CH2:11][CH2:10][NH2:7])=[CH:16][CH:15]=2)[CH:18]=[CH:19][CH:20]=[CH:21][CH:22]=1. The yield is 0.200. (8) The reactants are [Cl:1][C:2]1[CH:7]=[CH:6][CH:5]=[CH:4][C:3]=1[N:8]1[C:12]([C:13]([OH:15])=O)=[CH:11][C:10]([C:16]([O:18][CH3:19])=[O:17])=[N:9]1.CCN=C=NCCCN(C)C.C1C=CC2N(O)N=NC=2C=1.[CH3:41][S:42]([C:45]1[CH:46]=[C:47]([CH:52]=[CH:53][CH:54]=1)[C:48]([NH:50][NH2:51])=[O:49])(=[O:44])=[O:43]. The catalyst is CN(C=O)C.O. The product is [Cl:1][C:2]1[CH:7]=[CH:6][CH:5]=[CH:4][C:3]=1[N:8]1[C:12]([C:13]([NH:51][NH:50][C:48](=[O:49])[C:47]2[CH:52]=[CH:53][CH:54]=[C:45]([S:42]([CH3:41])(=[O:43])=[O:44])[CH:46]=2)=[O:15])=[CH:11][C:10]([C:16]([O:18][CH3:19])=[O:17])=[N:9]1. The yield is 0.520. (9) The reactants are [CH3:1][O:2][C:3]1[CH:4]=[C:5]2[C:10](=[CH:11][C:12]=1[O:13][CH3:14])[N:9]=[CH:8][N:7]=[C:6]2[O:15][C:16]1[CH:17]=[C:18]([CH:20]=[CH:21][CH:22]=1)[NH2:19].[CH3:23][O:24][CH2:25][CH2:26][O:27][C:28]1[CH:29]=[C:30]([NH:38][C:39](=O)[O:40]C2C=CC=CC=2)[CH:31]=[C:32]([C:34]([F:37])([F:36])[F:35])[CH:33]=1. The catalyst is CO.C(Cl)Cl. The product is [CH3:1][O:2][C:3]1[CH:4]=[C:5]2[C:10](=[CH:11][C:12]=1[O:13][CH3:14])[N:9]=[CH:8][N:7]=[C:6]2[O:15][C:16]1[CH:17]=[C:18]([NH:19][C:39]([NH:38][C:30]2[CH:31]=[C:32]([C:34]([F:36])([F:37])[F:35])[CH:33]=[C:28]([O:27][CH2:26][CH2:25][O:24][CH3:23])[CH:29]=2)=[O:40])[CH:20]=[CH:21][CH:22]=1. The yield is 0.900. (10) The reactants are Br[C:2]1[CH:7]=[CH:6][C:5]([C:8](=[O:10])[CH3:9])=[CH:4][CH:3]=1.[O:11]1[CH2:16]COC[CH2:12]1.O.C(=O)([O-])[O-].[Cs+].[Cs+]. The catalyst is C(Cl)Cl. The product is [CH3:12][O:11][CH2:16][C:2]1[CH:7]=[CH:6][C:5]([C:8](=[O:10])[CH3:9])=[CH:4][CH:3]=1. The yield is 0.310.